This data is from Full USPTO retrosynthesis dataset with 1.9M reactions from patents (1976-2016). The task is: Predict the reactants needed to synthesize the given product. (1) Given the product [Br:5][C:6]1[CH:11]=[CH:10][C:9]([C:12]([CH3:1])([CH3:13])[C:19]#[N:17])=[C:8]([F:15])[CH:7]=1, predict the reactants needed to synthesize it. The reactants are: [CH3:1]I.[H-].[Na+].[Br:5][C:6]1[CH:11]=[CH:10][C:9]([CH2:12][C:13]#N)=[C:8]([F:15])[CH:7]=1.C[N:17]([CH:19]=O)C. (2) Given the product [Cl:1][C:2]1[C:3]([CH3:10])=[C:4]([OH:8])[CH:5]=[CH:6][CH:7]=1, predict the reactants needed to synthesize it. The reactants are: [Cl:1][C:2]1[C:3]([CH3:10])=[C:4]([O:8]C)[CH:5]=[CH:6][CH:7]=1.